Predict the reactants needed to synthesize the given product. From a dataset of Full USPTO retrosynthesis dataset with 1.9M reactions from patents (1976-2016). (1) Given the product [ClH:1].[C:33]([S:19][CH:18]1[CH2:17][CH2:16][N:15]([CH:20]([C:26]2[CH:31]=[CH:30][CH:29]=[CH:28][C:27]=2[F:32])[C:21]([CH:23]2[CH2:25][CH2:24]2)=[O:22])[CH2:14]/[C:13]/1=[CH:12]\[C:9]1[CH:10]=[CH:11][N:7]([CH2:6][CH2:5][C:2]([OH:4])=[O:3])[N:8]=1)(=[O:35])[CH3:34], predict the reactants needed to synthesize it. The reactants are: [ClH:1].[C:2]([CH2:5][CH2:6][N:7]1[CH:11]=[CH:10][C:9](/[CH:12]=[C:13]2\[CH2:14][N:15]([CH:20]([C:26]3[CH:31]=[CH:30][CH:29]=[CH:28][C:27]=3[F:32])[C:21]([CH:23]3[CH2:25][CH2:24]3)=[O:22])[CH2:16][CH2:17][CH:18]\2[SH:19])=[N:8]1)([OH:4])=[O:3].[C:33](OC(=O)C)(=[O:35])[CH3:34].C(N(CC)CC)C.Cl. (2) Given the product [CH3:14][C:9]1[CH:8]=[C:7]([C:5](=[O:6])[CH2:4][CH2:3][CH2:2][N:15]2[CH2:20][CH2:19][CH:18]([C:21]3[CH:22]=[C:23]([NH:27][C:28]([CH:30]4[CH2:31][CH2:32]4)=[O:29])[CH:24]=[CH:25][CH:26]=3)[CH2:17][CH2:16]2)[CH:12]=[CH:11][C:10]=1[CH3:13], predict the reactants needed to synthesize it. The reactants are: Cl[CH2:2][CH2:3][CH2:4][C:5]([C:7]1[CH:12]=[CH:11][C:10]([CH3:13])=[C:9]([CH3:14])[CH:8]=1)=[O:6].[NH:15]1[CH2:20][CH2:19][CH:18]([C:21]2[CH:22]=[C:23]([NH:27][C:28]([CH:30]3[CH2:32][CH2:31]3)=[O:29])[CH:24]=[CH:25][CH:26]=2)[CH2:17][CH2:16]1. (3) Given the product [F:1][C:2]1([F:14])[CH2:3][CH2:4][CH:5]([CH:8]([CH2:18][N+:15]([O-:17])=[O:16])[CH2:9][C:10]([O:12][CH3:13])=[O:11])[CH2:6][CH2:7]1, predict the reactants needed to synthesize it. The reactants are: [F:1][C:2]1([F:14])[CH2:7][CH2:6][CH:5]([CH:8]=[CH:9][C:10]([O:12][CH3:13])=[O:11])[CH2:4][CH2:3]1.[N+:15]([CH3:18])([O-:17])=[O:16].N12CCCN=C1CCCCC2. (4) Given the product [C:1]([O:5][C:6]([NH:7][CH:8]([CH2:9][C:10]1[C:15]([CH3:16])=[CH:14][C:13]([C:17](=[O:19])[NH2:18])=[CH:12][C:11]=1[CH3:20])[C:21]([N:22]([CH2:23][C:24]1[CH:29]=[CH:28][C:27]([O:30][CH3:31])=[C:26]([O:32][CH3:33])[CH:25]=1)[CH:34]([C:36]1[NH:37][CH:38]=[C:39]([C:41]2[CH:42]=[C:43]([CH:44]=[CH:45][CH:46]=2)[C:50]([OH:52])=[O:51])[N:40]=1)[CH3:35])=[O:48])=[O:49])([CH3:4])([CH3:3])[CH3:2], predict the reactants needed to synthesize it. The reactants are: [C:1]([O:5][C:6](=[O:49])[NH:7][CH:8]([C:21](=[O:48])[N:22]([CH:34]([C:36]1[NH:37][CH:38]=[C:39]([C:41]2[CH:46]=[CH:45][CH:44]=[C:43](Br)[CH:42]=2)[N:40]=1)[CH3:35])[CH2:23][C:24]1[CH:29]=[CH:28][C:27]([O:30][CH3:31])=[C:26]([O:32][CH3:33])[CH:25]=1)[CH2:9][C:10]1[C:15]([CH3:16])=[CH:14][C:13]([C:17](=[O:19])[NH2:18])=[CH:12][C:11]=1[CH3:20])([CH3:4])([CH3:3])[CH3:2].[C:50]([O-])([O-:52])=[O:51].[K+].[K+]. (5) Given the product [Cl:14][C:15]1[CH:16]=[C:17]([CH:20]=[C:21]([O:23][C:24]2[C:29](=[O:30])[N:28]([CH2:2][C:3]3[C:8]4[N:9]=[CH:10][CH:11]=[CH:12][C:7]=4[C:6](=[O:13])[NH:5][N:4]=3)[CH:27]=[N:26][C:25]=2[C:31]([F:32])([F:33])[F:34])[CH:22]=1)[C:18]#[N:19], predict the reactants needed to synthesize it. The reactants are: Br[CH2:2][C:3]1[C:8]2[N:9]=[CH:10][CH:11]=[CH:12][C:7]=2[C:6](=[O:13])[NH:5][N:4]=1.[Cl:14][C:15]1[CH:16]=[C:17]([CH:20]=[C:21]([O:23][C:24]2[C:29](=[O:30])[NH:28][CH:27]=[N:26][C:25]=2[C:31]([F:34])([F:33])[F:32])[CH:22]=1)[C:18]#[N:19].C(=O)([O-])[O-].[K+].[K+]. (6) The reactants are: [C:1]1([CH2:7][CH2:8][C:9](Cl)=[O:10])C=CC=CC=1.[CH3:12][N:13]1[CH2:22][C:21]2([CH2:24][CH2:23]2)[C:20]2[C:15](=[CH:16][C:17]([NH2:25])=[CH:18][CH:19]=2)[CH2:14]1.[NH:26]=[C:27]1C2C(=NC=NC=2)N[C:29](=O)[NH:28]1.CN1CCN([C:45]2[CH:51]=[CH:50][C:48](N)=[CH:47][CH:46]=2)CC1.[C:52]1([CH3:60])[CH:57]=[CH:56][CH:55]=[CH:54][C:53]=1[NH:58][NH2:59].CNN.N. Given the product [CH3:12][N:13]1[CH2:22][C:21]2([CH2:24][CH2:23]2)[C:20]2[C:15](=[CH:16][C:17]([NH:25][C:27]3[N:28]=[CH:29][C:8]4[C:9](=[O:10])[N:58]([C:53]5[CH:54]=[CH:55][CH:56]=[CH:57][C:52]=5[CH3:60])[N:59]=[C:1]([C:45]5[CH:46]=[CH:47][CH:48]=[CH:50][CH:51]=5)[C:7]=4[N:26]=3)=[CH:18][CH:19]=2)[CH2:14]1, predict the reactants needed to synthesize it.